From a dataset of Catalyst prediction with 721,799 reactions and 888 catalyst types from USPTO. Predict which catalyst facilitates the given reaction. (1) Reactant: [CH3:1][O:2][C:3](=[O:27])[CH2:4][N:5]([S:16](=[O:26])(=[O:25])[NH:17]C(OC(C)(C)C)=O)[C:6]1[CH:11]=[CH:10][C:9]([O:12][CH3:13])=[CH:8][C:7]=1[O:14][CH3:15]. Product: [CH3:1][O:2][C:3](=[O:27])[CH2:4][N:5]([S:16](=[O:25])(=[O:26])[NH2:17])[C:6]1[CH:11]=[CH:10][C:9]([O:12][CH3:13])=[CH:8][C:7]=1[O:14][CH3:15]. The catalyst class is: 137. (2) Reactant: [CH3:1][O:2][C:3]([CH:5]1[CH:10]([NH2:11])[CH2:9][CH2:8][O:7][CH2:6]1)=[O:4].Cl.[CH3:13][C:14]1[CH:23]=[C:22]([CH2:24][O:25][C:26]2[CH:31]=[CH:30][C:29]([S:32](Cl)(=[O:34])=[O:33])=[CH:28][CH:27]=2)[C:21]2[C:16](=[CH:17][CH:18]=[CH:19][CH:20]=2)[N:15]=1.C(N(CC)C(C)C)(C)C. Product: [CH3:1][O:2][C:3]([CH:5]1[CH:10]([NH:11][S:32]([C:29]2[CH:30]=[CH:31][C:26]([O:25][CH2:24][C:22]3[C:21]4[C:16](=[CH:17][CH:18]=[CH:19][CH:20]=4)[N:15]=[C:14]([CH3:13])[CH:23]=3)=[CH:27][CH:28]=2)(=[O:33])=[O:34])[CH2:9][CH2:8][O:7][CH2:6]1)=[O:4]. The catalyst class is: 9. (3) Product: [C:1]([O:5][C:6]([NH:8][C@@H:9]([CH2:13][CH2:14][NH:15][CH2:16][CH2:17][CH2:18][C:19]1[CH:24]=[C:23]([Cl:25])[CH:22]=[CH:21][C:20]=1[OH:26])[C:10]([OH:12])=[O:11])=[O:7])([CH3:4])([CH3:2])[CH3:3]. The catalyst class is: 19. Reactant: [C:1]([O:5][C:6]([NH:8][C@@H:9]([CH2:13][CH2:14][NH:15][CH2:16]/[CH:17]=[CH:18]/[C:19]1[CH:24]=[C:23]([Cl:25])[CH:22]=[CH:21][C:20]=1[OH:26])[C:10]([OH:12])=[O:11])=[O:7])([CH3:4])([CH3:3])[CH3:2]. (4) Reactant: [Br:1][C:2]1[CH:3]=[C:4]([CH:7]=[CH:8][CH:9]=1)[CH2:5]Br.[C:10]1([CH:16]2[O:21][CH2:20][CH2:19][NH:18][CH2:17]2)[CH:15]=[CH:14][CH:13]=[CH:12][CH:11]=1.C(=O)([O-])[O-].[K+].[K+]. Product: [Br:1][C:2]1[CH:3]=[C:4]([CH:7]=[CH:8][CH:9]=1)[CH2:5][N:18]1[CH2:19][CH2:20][O:21][CH:16]([C:10]2[CH:15]=[CH:14][CH:13]=[CH:12][CH:11]=2)[CH2:17]1. The catalyst class is: 10. (5) Reactant: [NH2:1][C:2]1[N:10]=[C:9]([O:11][CH:12]([CH3:14])[CH3:13])[CH:8]=[C:7]([O:15][CH:16]([CH3:18])[CH3:17])[C:3]=1[C:4](O)=[O:5].CC[N:21]=C=NCCCN(C)C.C1C=CC2N(O)N=NC=2C=1.CN1CCOCC1.N. Product: [NH2:1][C:2]1[N:10]=[C:9]([O:11][CH:12]([CH3:14])[CH3:13])[CH:8]=[C:7]([O:15][CH:16]([CH3:18])[CH3:17])[C:3]=1[C:4]([NH2:21])=[O:5]. The catalyst class is: 20. (6) Reactant: [Si:1]([O:8][C@@H:9]([C@H:14]1[CH2:18][O:17][C:16]([CH3:20])([CH3:19])[N:15]1[C:21]([O:23][C:24]([CH3:27])([CH3:26])[CH3:25])=[O:22])[C@@H:10]([CH3:13])[CH2:11]O)([C:4]([CH3:7])([CH3:6])[CH3:5])([CH3:3])[CH3:2].N(C(OC(C)C)=O)=NC(OC(C)C)=O.C1C=CC(P(C2C=CC=CC=2)C2C=CC=CC=2)=CC=1.C1C=CC(OP(OC2C=CC=CC=2)([N:70]=[N+:71]=[N-:72])=O)=CC=1. Product: [N:70]([CH2:11][C@H:10]([CH3:13])[C@H:9]([C@H:14]1[CH2:18][O:17][C:16]([CH3:20])([CH3:19])[N:15]1[C:21]([O:23][C:24]([CH3:27])([CH3:26])[CH3:25])=[O:22])[O:8][Si:1]([C:4]([CH3:7])([CH3:6])[CH3:5])([CH3:3])[CH3:2])=[N+:71]=[N-:72]. The catalyst class is: 1. (7) Reactant: [OH:1][C:2]1[CH:9]=[CH:8][CH:7]=[CH:6][C:3]=1[CH2:4][OH:5].[C:10]1([C:16]2[CH:23]=[CH:22][C:19]([CH2:20]Cl)=[CH:18][CH:17]=2)[CH:15]=[CH:14][CH:13]=[CH:12][CH:11]=1.C(=O)([O-])[O-].[K+].[K+]. Product: [C:16]1([C:10]2[CH:11]=[CH:12][CH:13]=[CH:14][CH:15]=2)[CH:17]=[CH:18][C:19]([CH2:20][O:1][C:2]2[CH:9]=[CH:8][CH:7]=[CH:6][C:3]=2[CH2:4][OH:5])=[CH:22][CH:23]=1. The catalyst class is: 21. (8) Reactant: [CH3:1][C:2]1([CH3:12])[C:10]2[C:5](=[N:6][CH:7]=[CH:8][CH:9]=2)[NH:4][C:3]1=O.[H-].[Al+3].[Li+].[H-].[H-].[H-]. Product: [CH3:1][C:2]1([CH3:12])[C:10]2[C:5](=[N:6][CH:7]=[CH:8][CH:9]=2)[NH:4][CH2:3]1. The catalyst class is: 1. (9) Reactant: [NH:1]1[C@H:10]2[C@H:5]([NH:6][CH2:7][CH2:8][CH2:9]2)[CH2:4][CH2:3][CH2:2]1.CCN(C(C)C)C(C)C.[Cl:20][C:21]1[C:22]([C:28]#[N:29])=[N:23][CH:24]=[C:25](Cl)[N:26]=1.[CH3:30][N:31]([CH3:35])[C:32](Cl)=[O:33]. Product: [Cl:20][C:21]1[N:26]=[C:25]([N:1]2[CH2:2][CH2:3][CH2:4][C@@H:5]3[C@H:10]2[CH2:9][CH2:8][CH2:7][N:6]3[C:32]([N:31]([CH3:35])[CH3:30])=[O:33])[CH:24]=[N:23][C:22]=1[C:28]#[N:29]. The catalyst class is: 296. (10) Reactant: [CH:1]1([CH2:4][CH2:5][O:6][C:7]2[N:15]=[C:14]3[C:10]([N:11]=[C:12]([O:24]C)[N:13]3[CH2:16][CH2:17][CH:18]3[CH2:23][CH2:22][CH2:21][CH2:20][O:19]3)=[C:9]([NH2:26])[N:8]=2)[CH2:3][CH2:2]1.Cl. Product: [NH2:26][C:9]1[N:8]=[C:7]([O:6][CH2:5][CH2:4][CH:1]2[CH2:2][CH2:3]2)[N:15]=[C:14]2[C:10]=1[NH:11][C:12](=[O:24])[N:13]2[CH2:16][CH2:17][CH:18]1[CH2:23][CH2:22][CH2:21][CH2:20][O:19]1. The catalyst class is: 71.